Dataset: Blood-brain barrier permeability regression values from the B3DB database. Task: Regression/Classification. Given a drug SMILES string, predict its absorption, distribution, metabolism, or excretion properties. Task type varies by dataset: regression for continuous measurements (e.g., permeability, clearance, half-life) or binary classification for categorical outcomes (e.g., BBB penetration, CYP inhibition). For this dataset (b3db_regression), we predict Y. (1) The drug is CC(CN1C2=CC=CC=C2SC3=CC=CC=C31)N(C)C. The Y is 1.30 log(BB ratio). (2) The drug is COC1=CC(=CC(=C1OC)OC)/C=C/C(=O)NCCN2C3=CC=CC=C3C=C2C(F)(F)F. The Y is 0.230 log(BB ratio). (3) The compound is CC1CC2=CC(=C(C=C2N1S(=O)(=O)C)CNC3CCCNC3C4=CC=CC=C4)OC. The Y is -0.420 log(BB ratio). (4) The Y is -1.30 log(BB ratio). The molecule is C1C2=NN=C(N2C3=C(C=C(C=C3)Cl)C(=N1)C4=CC=CC=C4)CO. (5) The molecule is CN1CC[C@]23[C@@H]4[C@H]1CC5=C2C(=C(C=C5)OC6[C@@H]([C@H]([C@@H]([C@H](O6)C(=O)O)O)O)O)O[C@H]3[C@H](C=C4)O. The Y is -2.15 log(BB ratio). (6) The compound is CCC(=O)N[C@H]1C(=NC[C@@H]([C@@H]([C@@H](CO)O)O)O)NC(=O)NC1=O. The Y is -0.180 log(BB ratio).